From a dataset of Full USPTO retrosynthesis dataset with 1.9M reactions from patents (1976-2016). Predict the reactants needed to synthesize the given product. (1) Given the product [F:45][C:7]1[CH:8]=[CH:9][C:4]2[N:3]=[CH:2][N:1]([C:10]3[S:11][C:12]([C:27]([NH2:29])=[O:28])=[C:13]([O:15][CH2:16][C:17]4[CH:22]=[CH:21][CH:20]=[CH:19][C:18]=4[C:23]([F:26])([F:25])[F:24])[N:14]=3)[C:5]=2[CH:6]=1, predict the reactants needed to synthesize it. The reactants are: [N:1]1([C:10]2[S:11][C:12]([C:27]([NH2:29])=[O:28])=[C:13]([O:15][CH2:16][C:17]3[CH:22]=[CH:21][CH:20]=[CH:19][C:18]=3[C:23]([F:26])([F:25])[F:24])[N:14]=2)[C:5]2[CH:6]=[CH:7][CH:8]=[CH:9][C:4]=2[N:3]=[CH:2]1.ClC1SC(C(N)=O)=C(OCC2C=CC=CC=2C(F)(F)[F:45])N=1.FC1C=CC2N=CNC=2C=1.C([O-])([O-])=O.[K+].[K+]. (2) Given the product [OH:31][C@@H:28]1[CH2:29][CH2:30][NH:23][C@@H:24]1[C:25]([NH:13][C:12]1[CH:11]=[CH:10][C:9]([CH2:1][CH2:2][CH2:3][CH2:4][CH2:5][CH2:6][CH2:7][CH3:8])=[CH:15][CH:14]=1)=[O:26], predict the reactants needed to synthesize it. The reactants are: [CH2:1]([C:9]1[CH:15]=[CH:14][C:12]([NH2:13])=[CH:11][CH:10]=1)[CH2:2][CH2:3][CH2:4][CH2:5][CH2:6][CH2:7][CH3:8].C(OC([N:23]1[CH2:30][CH2:29][C@@H:28]([OH:31])[C@H:24]1[C:25](O)=[O:26])=O)(C)(C)C. (3) Given the product [ClH:34].[F:1][C:2]1[CH:7]=[C:6]([C:8]2([CH3:27])[C:13]3=[N:14][S:15](=[O:19])(=[O:18])[CH2:16][CH2:17][N:12]3[CH2:11][CH2:10][NH:9]2)[CH:5]=[CH:4][C:3]=1[C:28]1[CH:29]=[CH:30][CH:31]=[CH:32][CH:33]=1, predict the reactants needed to synthesize it. The reactants are: [F:1][C:2]1[CH:7]=[C:6]([C:8]2([CH3:27])[C:13]3=[N:14][S:15](=[O:19])(=[O:18])[CH2:16][CH2:17][N:12]3[CH2:11][CH2:10][N:9]2C(OC(C)(C)C)=O)[CH:5]=[CH:4][C:3]=1[C:28]1[CH:33]=[CH:32][CH:31]=[CH:30][CH:29]=1.[ClH:34].CCOC(C)=O. (4) Given the product [F:28][C:29]1[CH:34]=[CH:33][CH:32]=[CH:31][C:30]=1[CH2:35][CH2:36][NH:37][C:38](=[O:52])[CH2:39][C:40]1([C:46]2[CH:51]=[CH:50][CH:49]=[CH:48][CH:47]=2)[CH2:45][CH2:44][N:43]([C:62](=[O:63])[CH2:61][CH2:60][C:57]2[CH:58]=[CH:59][C:54]([F:53])=[CH:55][CH:56]=2)[CH2:42][CH2:41]1, predict the reactants needed to synthesize it. The reactants are: F[P-](F)(F)(F)(F)F.N1(O[P+](N(C)C)(N(C)C)N(C)C)C2C=CC=CC=2N=N1.[F:28][C:29]1[CH:34]=[CH:33][CH:32]=[CH:31][C:30]=1[CH2:35][CH2:36][NH:37][C:38](=[O:52])[CH2:39][C:40]1([C:46]2[CH:51]=[CH:50][CH:49]=[CH:48][CH:47]=2)[CH2:45][CH2:44][NH:43][CH2:42][CH2:41]1.[F:53][C:54]1[CH:59]=[CH:58][C:57]([CH2:60][CH2:61][C:62](O)=[O:63])=[CH:56][CH:55]=1.C(N(CC)CC)C. (5) Given the product [Br:58][C:55]1[CH:56]=[CH:57][C:52]([NH:51][C:49]2[N:48]([CH3:60])[C:47]3[CH:61]=[CH:62][C:44]([O:43][C:41]4[CH:40]=[CH:39][N:38]=[C:37]([C:35]([OH:36])=[O:34])[CH:42]=4)=[CH:45][C:46]=3[N:50]=2)=[CH:53][C:54]=1[CH3:59], predict the reactants needed to synthesize it. The reactants are: C(OC(C1C=C(OC2C=CC(NC)=C(N)C=2)C=CN=1)=O)(C)(C)C.NC(N)=S.IC.C([O:34][C:35]([C:37]1[CH:42]=[C:41]([O:43][C:44]2[CH:62]=[CH:61][C:47]3[N:48]([CH3:60])[C:49]([NH:51][C:52]4[CH:57]=[CH:56][C:55]([Br:58])=[C:54]([CH3:59])[CH:53]=4)=[N:50][C:46]=3[CH:45]=2)[CH:40]=[CH:39][N:38]=1)=[O:36])(C)(C)C.FC(F)(F)C(O)=O.